This data is from Forward reaction prediction with 1.9M reactions from USPTO patents (1976-2016). The task is: Predict the product of the given reaction. (1) The product is: [O:11]1[CH2:12][CH2:13][O:14][CH:10]1[C:4]1[CH:5]=[CH:6][C:7]([OH:8])=[C:2]([F:1])[CH:3]=1. Given the reactants [F:1][C:2]1[CH:3]=[C:4]([CH:10]2[O:14][CH2:13][CH2:12][O:11]2)[CH:5]=[CH:6][C:7]=1[O:8]C.C[S-].[Na+].[Cl-].[NH4+], predict the reaction product. (2) Given the reactants [Cl:1][C:2]1[CH:21]=[CH:20][C:5]([CH2:6][C:7]2[N:8]=[C:9]([C:14]3[CH:19]=[CH:18][N:17]=[CH:16][CH:15]=3)[S:10][C:11]=2[C:12]#[N:13])=[CH:4][CH:3]=1.[N-:22]=[N+:23]=[N-:24].[Na+].[Cl-].[NH4+], predict the reaction product. The product is: [Cl:1][C:2]1[CH:3]=[CH:4][C:5]([CH2:6][C:7]2[N:8]=[C:9]([C:14]3[CH:19]=[CH:18][N:17]=[CH:16][CH:15]=3)[S:10][C:11]=2[C:12]2[NH:24][N:23]=[N:22][N:13]=2)=[CH:20][CH:21]=1. (3) Given the reactants Cl.[C:2]([O:6][C:7](=[O:14])[C@H:8]([CH2:10][CH:11]([CH3:13])[CH3:12])[NH2:9])([CH3:5])([CH3:4])[CH3:3].C(N(C(C)C)CC)(C)C.[CH2:24]([C:28]1[CH:33]=[C:32](Cl)[N:31]=[C:30]([N:35]2[CH:39]=[C:38]([C:40]3[CH:45]=[CH:44][C:43]([O:46][C:47]([F:50])([F:49])[F:48])=[CH:42][CH:41]=3)[N:37]=[CH:36]2)[N:29]=1)[CH2:25][CH2:26][CH3:27], predict the reaction product. The product is: [C:2]([O:6][C:7](=[O:14])[CH:8]([NH:9][C:32]1[CH:33]=[C:28]([CH2:24][CH2:25][CH2:26][CH3:27])[N:29]=[C:30]([N:35]2[CH:39]=[C:38]([C:40]3[CH:45]=[CH:44][C:43]([O:46][C:47]([F:48])([F:49])[F:50])=[CH:42][CH:41]=3)[N:37]=[CH:36]2)[N:31]=1)[CH2:10][CH:11]([CH3:12])[CH3:13])([CH3:5])([CH3:4])[CH3:3]. (4) The product is: [OH:32][CH2:31][CH2:30][NH:29][C:2]1[CH:11]=[C:10]2[C:5]([CH:6]=[C:7]([C:18]3[CH:19]=[CH:20][C:21]4[O:26][CH2:25][C:24](=[O:27])[NH:23][C:22]=4[CH:28]=3)[CH:8]([C:12]3[CH:17]=[CH:16][CH:15]=[CH:14][CH:13]=3)[S:9]2)=[CH:4][CH:3]=1. Given the reactants I[C:2]1[CH:11]=[C:10]2[C:5]([CH:6]=[C:7]([C:18]3[CH:19]=[CH:20][C:21]4[O:26][CH2:25][C:24](=[O:27])[NH:23][C:22]=4[CH:28]=3)[CH:8]([C:12]3[CH:17]=[CH:16][CH:15]=[CH:14][CH:13]=3)[S:9]2)=[CH:4][CH:3]=1.[NH2:29][CH2:30][CH2:31][OH:32], predict the reaction product. (5) Given the reactants [N:1]([CH:4]([C:6]1[CH:7]=[CH:8][C:9]2[S:13][C:12]([CH3:14])=[N:11][C:10]=2[C:15]=1[C:16]1[CH:21]=[CH:20][CH:19]=[C:18]([F:22])[CH:17]=1)[CH3:5])=[N+]=[N-].CP(C)C.CCOC(C)=O, predict the reaction product. The product is: [F:22][C:18]1[CH:17]=[C:16]([C:15]2[C:10]3[N:11]=[C:12]([CH3:14])[S:13][C:9]=3[CH:8]=[CH:7][C:6]=2[CH:4]([NH2:1])[CH3:5])[CH:21]=[CH:20][CH:19]=1. (6) Given the reactants [CH2:1]([O:3][C:4]([N:6]1[CH2:11][CH2:10][N:9]([C:12](=[O:28])[C@@H:13]([NH:17][C:18]([O:20][CH2:21][C:22]2[CH:27]=[CH:26][CH:25]=[CH:24][CH:23]=2)=[O:19])[CH2:14][CH:15]=[CH2:16])[CH2:8][CH2:7]1)=[O:5])[CH3:2].[OH2:29].C[N+]1([O-])CCOCC1.OS([O-])=O.[Na+].CC(C)=O.[OH2:47], predict the reaction product. The product is: [CH2:1]([O:3][C:4]([N:6]1[CH2:7][CH2:8][N:9]([C:12](=[O:28])[C@@H:13]([NH:17][C:18]([O:20][CH2:21][C:22]2[CH:27]=[CH:26][CH:25]=[CH:24][CH:23]=2)=[O:19])[CH2:14][CH:15]([OH:47])[CH2:16][OH:29])[CH2:10][CH2:11]1)=[O:5])[CH3:2].